From a dataset of Forward reaction prediction with 1.9M reactions from USPTO patents (1976-2016). Predict the product of the given reaction. Given the reactants CCN(C(C)C)C(C)C.[N:10]1[CH:15]=[CH:14][CH:13]=[C:12]([C:16]([OH:18])=O)[N:11]=1.CN(C(ON1N=NC2C=CC=NC1=2)=[N+](C)C)C.F[P-](F)(F)(F)(F)F.[CH3:43][C:44]1([CH3:58])[C:48]([CH3:50])([CH3:49])[O:47][B:46]([C:51]2[CH:56]=[CH:55][C:54]([NH2:57])=[CH:53][CH:52]=2)[O:45]1, predict the reaction product. The product is: [CH3:49][C:48]1([CH3:50])[C:44]([CH3:43])([CH3:58])[O:45][B:46]([C:51]2[CH:56]=[CH:55][C:54]([NH:57][C:16]([C:12]3[N:11]=[N:10][CH:15]=[CH:14][CH:13]=3)=[O:18])=[CH:53][CH:52]=2)[O:47]1.